This data is from Forward reaction prediction with 1.9M reactions from USPTO patents (1976-2016). The task is: Predict the product of the given reaction. (1) Given the reactants [NH2:1][C:2]1[N:7]([C:8]2[C:13]([F:14])=[CH:12][C:11]([CH2:15][CH:16]=O)=[CH:10][C:9]=2[F:18])[C:6](=[O:19])[CH:5]=[CH:4][C:3]=1[C:20](=[O:29])[C:21]1[CH:26]=[CH:25][C:24]([F:27])=[CH:23][C:22]=1[F:28].[CH3:30][C:31]([C:34]([O:36]C(C)(C)C)=[O:35])([CH3:33])[NH2:32], predict the reaction product. The product is: [NH2:1][C:2]1[N:7]([C:8]2[C:13]([F:14])=[CH:12][C:11]([CH2:15][CH2:16][NH:32][C:31]([CH3:30])([C:34]([OH:36])=[O:35])[CH3:33])=[CH:10][C:9]=2[F:18])[C:6](=[O:19])[CH:5]=[CH:4][C:3]=1[C:20](=[O:29])[C:21]1[CH:26]=[CH:25][C:24]([F:27])=[CH:23][C:22]=1[F:28]. (2) Given the reactants [CH2:1]([N:8]1[C:17](=[O:18])[C:16]2[C:11](=[CH:12][C:13]([Cl:19])=[CH:14][CH:15]=2)[N:10]=[C:9]1[CH:20](Br)[C:21]([N:23]([CH3:25])[CH3:24])=[O:22])[C:2]1[CH:7]=[CH:6][CH:5]=[CH:4][CH:3]=1.CN(C)C=O.[C:32]([NH:39][CH2:40][CH2:41][CH2:42][NH2:43])([O:34][C:35]([CH3:38])([CH3:37])[CH3:36])=[O:33].O, predict the reaction product. The product is: [CH2:1]([N:8]1[C:17](=[O:18])[C:16]2[C:11](=[CH:12][C:13]([Cl:19])=[CH:14][CH:15]=2)[N:10]=[C:9]1[CH:20]([NH:43][CH2:42][CH2:41][CH2:40][NH:39][C:32](=[O:33])[O:34][C:35]([CH3:37])([CH3:36])[CH3:38])[C:21]([N:23]([CH3:25])[CH3:24])=[O:22])[C:2]1[CH:7]=[CH:6][CH:5]=[CH:4][CH:3]=1. (3) Given the reactants [O:1]1[C:5]([C:6]2[S:7][CH:8]=[C:9]([C:11](OCC)=[O:12])[N:10]=2)=[CH:4][CH:3]=[N:2]1.CO.[BH4-].[Li+], predict the reaction product. The product is: [O:1]1[C:5]([C:6]2[S:7][CH:8]=[C:9]([CH2:11][OH:12])[N:10]=2)=[CH:4][CH:3]=[N:2]1.